Task: Binary Classification. Given a T-cell receptor sequence (or CDR3 region) and an epitope sequence, predict whether binding occurs between them.. Dataset: TCR-epitope binding with 47,182 pairs between 192 epitopes and 23,139 TCRs (1) The epitope is FLPRVFSAV. The TCR CDR3 sequence is CASSPDMGPYNEQFF. Result: 1 (the TCR binds to the epitope). (2) The epitope is GLCTLVAML. The TCR CDR3 sequence is CASSEPGQGGRGEQYF. Result: 1 (the TCR binds to the epitope). (3) The epitope is TLIGDCATV. The TCR CDR3 sequence is CAISPTGGSSYEQYF. Result: 1 (the TCR binds to the epitope).